Dataset: Forward reaction prediction with 1.9M reactions from USPTO patents (1976-2016). Task: Predict the product of the given reaction. (1) Given the reactants [Br:1][C:2]1[CH:22]=[CH:21][C:5]([CH2:6][C@@H:7]2[C:11]3=[N:12][C:13]4[CH:18]=[CH:17][C:16]([F:19])=[CH:15][C:14]=4[N:10]3[C:9](=[O:20])[NH:8]2)=[CH:4][CH:3]=1.BrC1C=CC(C[C@@H]2C3=NC4C=C(F)C=CC=4N3C(=O)N2)=CC=1.[NH2:45][C@H:46]1[CH2:51][CH2:50][C@H:49]([OH:52])[CH2:48][CH2:47]1.C(O)(C(F)(F)F)=O, predict the reaction product. The product is: [Br:1][C:2]1[CH:3]=[CH:4][C:5]([CH2:6][C@@H:7]([NH:8][C:9]([NH:45][C@H:46]2[CH2:51][CH2:50][C@H:49]([OH:52])[CH2:48][CH2:47]2)=[O:20])[C:11]2[NH:10][C:14]3[CH:15]=[C:16]([F:19])[CH:17]=[CH:18][C:13]=3[N:12]=2)=[CH:21][CH:22]=1. (2) Given the reactants [Br:1][C:2]1[CH:3]=[C:4]([C:9](=O)[CH3:10])[CH:5]=[CH:6][C:7]=1[F:8].C([SiH](CC)CC)C, predict the reaction product. The product is: [Br:1][C:2]1[CH:3]=[C:4]([CH2:9][CH3:10])[CH:5]=[CH:6][C:7]=1[F:8].